From a dataset of Full USPTO retrosynthesis dataset with 1.9M reactions from patents (1976-2016). Predict the reactants needed to synthesize the given product. (1) Given the product [Br:39][C:40]1[C:41]2[N:42]([C:10]([NH:31][C:32](=[O:38])[O:33][CH2:34][CH3:35])=[N:48][N:47]=2)[C:43]([Cl:46])=[CH:44][CH:45]=1, predict the reactants needed to synthesize it. The reactants are: FC1C=C(C[C@H:10]([NH:31][C:32](=[O:38])[O:33][C:34](C)(C)[CH3:35])C2C(C3C=NC(NN)=CC=3)=CC=C(C#CC(O)(C)C)N=2)C=C(F)C=1.[Br:39][C:40]1[C:41]([NH:47][NH2:48])=[N:42][C:43]([Cl:46])=[CH:44][CH:45]=1. (2) Given the product [OH:13][CH2:12][C:9]1([NH:8][C:6](=[O:7])[O:5][C:1]([CH3:3])([CH3:2])[CH3:4])[CH2:10][CH2:11]1, predict the reactants needed to synthesize it. The reactants are: [C:1]([O:5][C:6]([NH:8][C:9]1([C:12](O)=[O:13])[CH2:11][CH2:10]1)=[O:7])([CH3:4])([CH3:3])[CH3:2].ClC(OCC(C)C)=O.CN1CCOCC1.[BH4-].[Na+].